From a dataset of Reaction yield outcomes from USPTO patents with 853,638 reactions. Predict the reaction yield, written as a fraction of the theoretical maximum amount of product (1.0 means a 100% yield; for example, 0.34 means a 34% yield). (1) The reactants are [NH:1]1[C:9]2[C:4](=[N:5][CH:6]=[CH:7][CH:8]=2)[CH:3]=[CH:2]1.[Cl:10][CH2:11][CH2:12][C@H:13]([C:15]1[CH:20]=[CH:19][CH:18]=[CH:17][CH:16]=1)O. The catalyst is CO. The product is [Cl:10][CH2:11][CH2:12][C@H:13]([N:1]1[C:9]2[C:4](=[N:5][CH:6]=[CH:7][CH:8]=2)[CH:3]=[CH:2]1)[C:15]1[CH:20]=[CH:19][CH:18]=[CH:17][CH:16]=1. The yield is 0.240. (2) The reactants are [CH3:1][O:2][C:3]1[CH:4]=[C:5]([CH2:9][C:10](Cl)=[O:11])[CH:6]=[CH:7][CH:8]=1.[F:13][C:14]1[CH:20]=[CH:19][C:17]([NH2:18])=[CH:16][CH:15]=1. No catalyst specified. The product is [F:13][C:14]1[CH:20]=[CH:19][C:17]([NH:18][C:10](=[O:11])[CH2:9][C:5]2[CH:6]=[CH:7][CH:8]=[C:3]([O:2][CH3:1])[CH:4]=2)=[CH:16][CH:15]=1. The yield is 0.980. (3) The reactants are [C:1]([O:5][C:6]([C@@H:8]([CH2:13][N:14]([CH2:27][CH2:28][CH2:29][CH:30]=[CH2:31])[S:15]([C:18]1[CH:23]=[CH:22][CH:21]=[CH:20][C:19]=1[N+:24]([O-:26])=[O:25])(=[O:17])=[O:16])[C:9]([O:11]C)=[O:10])=[O:7])([CH3:4])([CH3:3])[CH3:2].C1COCC1.CO.[OH-].[Li+]. The yield is 0.890. The product is [C:1]([O:5][C:6]([C@@H:8]([CH2:13][N:14]([CH2:27][CH2:28][CH2:29][CH:30]=[CH2:31])[S:15]([C:18]1[CH:23]=[CH:22][CH:21]=[CH:20][C:19]=1[N+:24]([O-:26])=[O:25])(=[O:17])=[O:16])[C:9]([OH:11])=[O:10])=[O:7])([CH3:2])([CH3:4])[CH3:3]. The catalyst is O. (4) The reactants are [NH2:1][C:2]1[S:3][CH:4]=[CH:5][N:6]=1.[S-:7][C:8]#[N:9].[Na+].BrBr.[NH4+].[OH-]. The catalyst is CO.[Na+].[Br-]. The product is [S:7]([C:4]1[S:3][C:2]([NH2:1])=[N:6][CH:5]=1)[C:8]#[N:9]. The yield is 0.550. (5) The reactants are [CH2:1]([S:3]([C:6]1[CH:7]=[CH:8][C:9](F)=[C:10]([C:12]2[C:20]3[C:15](=[C:16]([O:26][CH3:27])[N:17]=[C:18]([C:21]#[C:22][CH2:23][CH2:24][OH:25])[CH:19]=3)[N:14]([CH3:28])[CH:13]=2)[CH:11]=1)(=[O:5])=[O:4])[CH3:2].[F:30][C:31]1[CH:36]=[C:35]([F:37])[CH:34]=[CH:33][C:32]=1[OH:38].C(=O)([O-])[O-].[Cs+].[Cs+]. The catalyst is CS(C)=O. The product is [F:30][C:31]1[CH:36]=[C:35]([F:37])[CH:34]=[CH:33][C:32]=1[O:38][C:9]1[CH:8]=[CH:7][C:6]([S:3]([CH2:1][CH3:2])(=[O:5])=[O:4])=[CH:11][C:10]=1[C:12]1[C:20]2[C:15](=[C:16]([O:26][CH3:27])[N:17]=[C:18]([C:21]#[C:22][CH2:23][CH2:24][OH:25])[CH:19]=2)[N:14]([CH3:28])[CH:13]=1. The yield is 0.600.